The task is: Predict the reactants needed to synthesize the given product.. This data is from Full USPTO retrosynthesis dataset with 1.9M reactions from patents (1976-2016). (1) Given the product [CH2:1]([O:8][C:9]([NH:11][C@@H:12]([CH2:17][O:18][CH2:19][CH2:20][NH:21][CH3:22])[C:13]([O:15][CH3:16])=[O:14])=[O:10])[C:2]1[CH:3]=[CH:4][CH:5]=[CH:6][CH:7]=1, predict the reactants needed to synthesize it. The reactants are: [CH2:1]([O:8][C:9]([NH:11][C@@H:12]([CH2:17][O:18][CH2:19][CH2:20][N:21](C(OC(C)(C)C)=O)[CH3:22])[C:13]([O:15][CH3:16])=[O:14])=[O:10])[C:2]1[CH:7]=[CH:6][CH:5]=[CH:4][CH:3]=1. (2) Given the product [CH2:29]([N:28]1[C:27](=[O:36])[C:26]2=[CH:37][CH:38]=[CH:39][N:25]2[N:24]=[C:23]1[CH:20]([NH:19][CH:40]1[CH2:45][CH2:44][CH2:43][CH2:42][CH2:41]1)[CH2:21][CH3:22])[C:30]1[CH:31]=[CH:32][CH:33]=[CH:34][CH:35]=1, predict the reactants needed to synthesize it. The reactants are: C(O)(=O)C.C(O[BH-](OC(=O)C)OC(=O)C)(=O)C.[Na+].[NH2:19][CH:20]([C:23]1[N:28]([CH2:29][C:30]2[CH:35]=[CH:34][CH:33]=[CH:32][CH:31]=2)[C:27](=[O:36])[C:26]2=[CH:37][CH:38]=[CH:39][N:25]2[N:24]=1)[CH2:21][CH3:22].[C:40]1(=O)[CH2:45][CH2:44][CH2:43][CH2:42][CH2:41]1. (3) Given the product [CH2:19]([C:16]1[CH:17]=[CH:18][C:13]([CH:7]([OH:6])[CH2:8][OH:9])=[N:14][CH:15]=1)[CH3:20], predict the reactants needed to synthesize it. The reactants are: [OH-].[Na+].C([O:6][CH:7]([C:13]1[CH:18]=[CH:17][C:16]([CH2:19][CH3:20])=[CH:15][N:14]=1)[CH2:8][O:9]C(=O)C)(=O)C. (4) Given the product [C:16]([O:20][C:21](=[O:27])[NH:22][CH2:23][C@H:24]([OH:25])[CH2:26][NH:1][C:2]1[CH:3]=[C:4]2[C:8](=[C:9]([F:11])[CH:10]=1)[N:7]([CH2:12][CH2:13][F:14])[C:6](=[O:15])[CH2:5]2)([CH3:18])([CH3:17])[CH3:19], predict the reactants needed to synthesize it. The reactants are: [NH2:1][C:2]1[CH:3]=[C:4]2[C:8](=[C:9]([F:11])[CH:10]=1)[N:7]([CH2:12][CH2:13][F:14])[C:6](=[O:15])[CH2:5]2.[C:16]([O:20][C:21](=[O:27])[NH:22][CH2:23][C@H:24]1[CH2:26][O:25]1)([CH3:19])([CH3:18])[CH3:17].FC(F)(F)S([O-])(=O)=O.[Li+]. (5) Given the product [O:13]=[C:4]1[N:5]([CH2:15][CH:16]([CH3:18])[CH3:17])[C:6]2[CH:12]=[CH:11][CH:10]=[CH:9][C:7]=2[N:8]([CH2:15][CH:16]([CH3:18])[CH3:17])[C:2](=[O:1])[CH2:3]1, predict the reactants needed to synthesize it. The reactants are: [O:1]=[C:2]1[NH:8][C:7]2[CH:9]=[CH:10][CH:11]=[CH:12][C:6]=2[NH:5][C:4](=[O:13])[CH2:3]1.I[CH2:15][CH:16]([CH3:18])[CH3:17]. (6) Given the product [C:19]1([CH:25]2[CH2:29][CH2:28][N:27]([CH2:1][C:3]3[CH:4]=[CH:5][C:6]([O:9][C:10]4[CH:18]=[CH:17][C:13]([C:14]([NH2:16])=[O:15])=[CH:12][CH:11]=4)=[N:7][CH:8]=3)[CH2:26]2)[CH:24]=[CH:23][CH:22]=[CH:21][CH:20]=1, predict the reactants needed to synthesize it. The reactants are: [CH:1]([C:3]1[CH:4]=[CH:5][C:6]([O:9][C:10]2[CH:18]=[CH:17][C:13]([C:14]([NH2:16])=[O:15])=[CH:12][CH:11]=2)=[N:7][CH:8]=1)=O.[C:19]1([CH:25]2[CH2:29][CH2:28][NH:27][CH2:26]2)[CH:24]=[CH:23][CH:22]=[CH:21][CH:20]=1.C(O[BH-](OC(=O)C)OC(=O)C)(=O)C.[Na+].CC(O)=O. (7) Given the product [Cl:23][C:13]1[C:14]2[C:9](=[N:8][N:7]([C:1]3[CH:6]=[CH:5][CH:4]=[CH:3][CH:2]=3)[CH:15]=2)[N:10]([CH2:18][CH2:19][CH3:20])[C:11](=[O:17])[N:12]=1, predict the reactants needed to synthesize it. The reactants are: [C:1]1([N:7]2[CH:15]=[C:14]3[C:9]([N:10]([CH2:18][CH2:19][CH3:20])[C:11](=[O:17])[NH:12][C:13]3=O)=[N:8]2)[CH:6]=[CH:5][CH:4]=[CH:3][CH:2]=1.P(Cl)(Cl)([Cl:23])=O. (8) Given the product [CH2:13]1[C@H:6]2[C@H:5]([CH2:4][NH:3][C:2](=[O:1])[C:8]3[CH:9]=[CH:10][CH:11]=[CH:12][C:7]=32)[CH2:16][NH:15][CH2:14]1, predict the reactants needed to synthesize it. The reactants are: [O:1]=[C:2]1[C:8]2[CH:9]=[CH:10][CH:11]=[CH:12][C:7]=2[C@H:6]2[CH2:13][CH2:14][N:15](C(OC(C)(C)C)=O)[CH2:16][C@H:5]2[CH2:4][NH:3]1.Cl.CO. (9) The reactants are: [O:1]1CCO[CH:2]1[C:6]1[C:7]([O:20][CH3:21])=[CH:8][C:9]([O:18][CH3:19])=[C:10]([C:12]2[CH:17]=[N:16][CH:15]=[CH:14][N:13]=2)[CH:11]=1.C1(C)C=CC(S(O)(=O)=O)=CC=1.O. Given the product [CH3:21][O:20][C:7]1[CH:8]=[C:9]([O:18][CH3:19])[C:10]([C:12]2[CH:17]=[N:16][CH:15]=[CH:14][N:13]=2)=[CH:11][C:6]=1[CH:2]=[O:1], predict the reactants needed to synthesize it.